From a dataset of Catalyst prediction with 721,799 reactions and 888 catalyst types from USPTO. Predict which catalyst facilitates the given reaction. (1) Reactant: Br[CH2:2][CH2:3][CH2:4][CH2:5][CH2:6][CH2:7][O:8][CH2:9][CH2:10][CH2:11][CH2:12][C:13]1[CH:18]=[CH:17][CH:16]=[CH:15][CH:14]=1.C(N(C(C)C)C(C)C)C.[NH2:28][CH2:29][CH:30]([C:32]1[CH:43]=[CH:42][C:35]2[O:36][C:37]([CH3:41])([CH3:40])[O:38][CH2:39][C:34]=2[CH:33]=1)[OH:31].C(OCC)(=O)C. Product: [CH3:40][C:37]1([CH3:41])[O:36][C:35]2[CH:42]=[CH:43][C:32]([CH:30]([OH:31])[CH2:29][NH:28][CH2:2][CH2:3][CH2:4][CH2:5][CH2:6][CH2:7][O:8][CH2:9][CH2:10][CH2:11][CH2:12][C:13]3[CH:18]=[CH:17][CH:16]=[CH:15][CH:14]=3)=[CH:33][C:34]=2[CH2:39][O:38]1. The catalyst class is: 9. (2) Reactant: C[Si](C)(C)/[CH:3]=[CH:4]/[C:5]1[C:6](=[O:21])[NH:7][C:8](=[O:20])[N:9]([CH:19]=1)[C@@H:10]1[O:17][C@H:14]([CH2:15][OH:16])[C@@H:12]([OH:13])[C@H:11]1[F:18].[I:24]Cl. Product: [I:24]/[CH:3]=[CH:4]/[C:5]1[C:6](=[O:21])[NH:7][C:8](=[O:20])[N:9]([CH:19]=1)[C@@H:10]1[O:17][C@H:14]([CH2:15][OH:16])[C@@H:12]([OH:13])[C@H:11]1[F:18]. The catalyst class is: 10. (3) Reactant: [CH3:1][N:2]([C:4]1C=[CH:8][CH:7]=[CH:6][C:5]=1[P+](CCCCC(O)=O)(C1C=CC=CC=1)C1C=CC=CC=1)[CH3:3].C[Si](C)(C)[N-][Si](C)(C)C.[K+].[CH:40]([C:42]1[CH:43]=[C:44]([CH:49]=[CH:50][CH:51]=1)[C:45]([O:47]C)=[O:46])=O.C1C[O:55]CC1. Product: [CH3:1][N:2]([CH3:3])[C:4](=[O:55])[CH2:5][CH2:6][CH2:7]/[CH:8]=[CH:40]\[C:42]1[CH:43]=[C:44]([CH:49]=[CH:50][CH:51]=1)[C:45]([OH:47])=[O:46]. The catalyst class is: 4. (4) Reactant: [Br:1][C:2]1[CH:8]=[CH:7][CH:6]=[CH:5][C:3]=1[NH2:4].[CH2:9]([S:11](Cl)(=[O:13])=[O:12])[CH3:10]. Product: [Br:1][C:2]1[CH:8]=[CH:7][CH:6]=[CH:5][C:3]=1[NH:4][S:11]([CH2:9][CH3:10])(=[O:13])=[O:12]. The catalyst class is: 228. (5) Reactant: [NH2:1][C:2]1[CH:12]=[CH:11][C:5]([C:6]([O:8][CH2:9][CH3:10])=[O:7])=[CH:4][C:3]=1[NH:13][CH2:14][C:15]1[CH:20]=[CH:19][CH:18]=[CH:17][CH:16]=1.[CH:21](OCC)(OCC)OCC. Product: [CH2:14]([N:13]1[C:3]2[CH:4]=[C:5]([C:6]([O:8][CH2:9][CH3:10])=[O:7])[CH:11]=[CH:12][C:2]=2[N:1]=[CH:21]1)[C:15]1[CH:20]=[CH:19][CH:18]=[CH:17][CH:16]=1. The catalyst class is: 361. (6) Reactant: [Si]([O:8][CH2:9][C:10]1[N:11]=[C:12]([N:18]2[CH2:23][CH2:22][O:21][CH2:20][CH2:19]2)[S:13][C:14]=1[CH2:15][O:16][CH3:17])(C(C)(C)C)(C)C.F.F.F.C(N(CC)CC)C. Product: [CH3:17][O:16][CH2:15][C:14]1[S:13][C:12]([N:18]2[CH2:23][CH2:22][O:21][CH2:20][CH2:19]2)=[N:11][C:10]=1[CH2:9][OH:8]. The catalyst class is: 7. (7) Reactant: [CH2:1]([O:3][C:4]([C:6]1[CH2:10][CH2:9][CH2:8][C:7]=1[C:11]1[C:19]2[C:14](=[CH:15][CH:16]=[C:17]([C:20]#[N:21])[CH:18]=2)[NH:13][CH:12]=1)=[O:5])[CH3:2]. Product: [CH2:1]([O:3][C:4]([C@@H:6]1[CH2:10][CH2:9][CH2:8][C@@H:7]1[C:11]1[C:19]2[C:14](=[CH:15][CH:16]=[C:17]([C:20]#[N:21])[CH:18]=2)[NH:13][CH:12]=1)=[O:5])[CH3:2]. The catalyst class is: 19. (8) Reactant: [Br:1][CH2:2][CH2:3][CH2:4][CH2:5][N:6]([C:11]1[N:16]=[C:15]2[O:17][C:18]([C:24]3[CH:29]=[CH:28][C:27]([CH3:30])=[CH:26][CH:25]=3)=[C:19]([C:20]([NH:22][CH3:23])=[O:21])[C:14]2=[CH:13][C:12]=1I)[S:7]([CH3:10])(=[O:9])=[O:8].CO[C:34]1C=CC=C(OC)[C:39]=1[C:40]1C=CC=CC=1P(C1CCCCC1)C1CCCCC1.C(=O)([O-])[O-].[Na+].[Na+].C1(B(O)O)CC1. Product: [Br:1][CH2:2][CH2:3][CH2:4][CH2:5][N:6]([C:11]1[N:16]=[C:15]2[O:17][C:18]([C:24]3[CH:29]=[CH:28][C:27]([CH3:30])=[CH:26][CH:25]=3)=[C:19]([C:20]([NH:22][CH3:23])=[O:21])[C:14]2=[CH:13][C:12]=1[CH:40]1[CH2:39][CH2:34]1)[S:7]([CH3:10])(=[O:9])=[O:8]. The catalyst class is: 222. (9) Reactant: [O:1]1[CH:5]=[CH:4][CH:3]=[C:2]1[C:6]1[O:7][C:8]([CH3:25])=[C:9]([CH2:11][O:12][C:13]2[CH:20]=[CH:19][C:16]([CH:17]=[O:18])=[CH:15][C:14]=2[O:21][CH2:22][O:23][CH3:24])[N:10]=1.C(O)C.[BH4-].[Na+].O. Product: [O:1]1[CH:5]=[CH:4][CH:3]=[C:2]1[C:6]1[O:7][C:8]([CH3:25])=[C:9]([CH2:11][O:12][C:13]2[CH:20]=[CH:19][C:16]([CH2:17][OH:18])=[CH:15][C:14]=2[O:21][CH2:22][O:23][CH3:24])[N:10]=1. The catalyst class is: 7. (10) Reactant: [C:1]([O:5][C:6](=[O:17])[NH:7][CH:8]1[CH2:13][CH2:12][N:11]([CH2:14][CH2:15]O)[CH2:10][CH2:9]1)([CH3:4])([CH3:3])[CH3:2].[CH3:18][CH:19]1[CH2:24][CH2:23][NH:22][CH2:21][CH2:20]1.CCN(C(C)C)C(C)C.[I-].C(C[P+](C)(C)C)#N.C([O-])([O-])=O.[K+].[K+]. Product: [C:1]([O:5][C:6](=[O:17])[NH:7][CH:8]1[CH2:13][CH2:12][N:11]([CH2:14][CH2:15][N:22]2[CH2:23][CH2:24][CH:19]([CH3:18])[CH2:20][CH2:21]2)[CH2:10][CH2:9]1)([CH3:4])([CH3:3])[CH3:2]. The catalyst class is: 397.